This data is from Reaction yield outcomes from USPTO patents with 853,638 reactions. The task is: Predict the reaction yield, written as a fraction of the theoretical maximum amount of product (1.0 means a 100% yield; for example, 0.34 means a 34% yield). (1) The reactants are [BrH:1].[Cl:2][C:3]1[CH:8]=[CH:7][C:6]([N:9]2[CH:13]=[C:12]([C:14](=[O:16])[CH3:15])[N:11]=[C:10]2[C:17]2[CH:22]=[CH:21][C:20]([Cl:23])=[CH:19][C:18]=2[Cl:24])=[CH:5][CH:4]=1.BrBr.C(=O)(O)[O-].[Na+]. The catalyst is C(O)(=O)C. The product is [Br:1][CH2:15][C:14]([C:12]1[N:11]=[C:10]([C:17]2[CH:22]=[CH:21][C:20]([Cl:23])=[CH:19][C:18]=2[Cl:24])[N:9]([C:6]2[CH:7]=[CH:8][C:3]([Cl:2])=[CH:4][CH:5]=2)[CH:13]=1)=[O:16]. The yield is 0.530. (2) The reactants are [NH2:1][C:2]1[CH:7]=[CH:6][C:5]([C:8]#[C:9][C:10]2[C:11]([C:15]3[CH:20]=[C:19]([Cl:21])[CH:18]=[CH:17][C:16]=3[OH:22])=[N:12][NH:13][CH:14]=2)=[CH:4][CH:3]=1.[C:23]([O:27][C:28]([N:30]1[CH2:35][CH2:34][O:33][CH2:32][C@H:31]1[C:36](O)=[O:37])=[O:29])([CH3:26])([CH3:25])[CH3:24].C(N=C=NC(C)C)(C)C.O[Li].O.C(O)(=O)C. The catalyst is ClCCl.O.C(OCC)(=O)C. The product is [C:23]([O:27][C:28]([N:30]1[CH2:35][CH2:34][O:33][CH2:32][C@H:31]1[C:36](=[O:37])[NH:1][C:2]1[CH:7]=[CH:6][C:5]([C:8]#[C:9][C:10]2[C:11]([C:15]3[CH:20]=[C:19]([Cl:21])[CH:18]=[CH:17][C:16]=3[OH:22])=[N:12][NH:13][CH:14]=2)=[CH:4][CH:3]=1)=[O:29])([CH3:26])([CH3:25])[CH3:24]. The yield is 0.713.